This data is from Catalyst prediction with 721,799 reactions and 888 catalyst types from USPTO. The task is: Predict which catalyst facilitates the given reaction. (1) Reactant: CCOCC.[H-].[Al+3].[Li+].[H-].[H-].[H-].[CH3:12][C:13]1[O:17][C:16]([C:18]2[CH:23]=[CH:22][CH:21]=[CH:20][CH:19]=2)=[N:15][C:14]=1[CH2:24][CH2:25][CH2:26][CH2:27][CH2:28][CH:29]([C:35](OCC)=[O:36])[C:30](OCC)=[O:31].[OH-].[Na+]. Product: [OH:31][CH2:30][CH:29]([CH2:35][OH:36])[CH2:28][CH2:27][CH2:26][CH2:25][CH2:24][C:14]1[N:15]=[C:16]([C:18]2[CH:23]=[CH:22][CH:21]=[CH:20][CH:19]=2)[O:17][C:13]=1[CH3:12]. The catalyst class is: 132. (2) Reactant: [Cl:1][C:2]1[CH:7]=[CH:6][C:5]([C:8]2[CH:12]=[C:11]([CH:13]3[CH2:18][CH2:17][NH:16][CH2:15][CH2:14]3)[NH:10][N:9]=2)=[CH:4][CH:3]=1.C([O-])([O-])=O.[K+].[K+].Br[CH2:26][CH2:27][C:28]1[CH:33]=[CH:32][CH:31]=[CH:30][CH:29]=1. Product: [Cl:1][C:2]1[CH:7]=[CH:6][C:5]([C:8]2[CH:12]=[C:11]([CH:13]3[CH2:18][CH2:17][N:16]([CH2:26][CH2:27][C:28]4[CH:33]=[CH:32][CH:31]=[CH:30][CH:29]=4)[CH2:15][CH2:14]3)[NH:10][N:9]=2)=[CH:4][CH:3]=1. The catalyst class is: 31. (3) Reactant: [NH:1]1[C:9]2[C:4](=[CH:5][C:6]([N:10]3[C:15]4([CH2:20][CH2:19][CH2:18][CH2:17][CH2:16]4)[CH2:14][NH:13][CH2:12][C:11]3=O)=[CH:7][CH:8]=2)[CH:3]=[N:2]1.[H-].[H-].[H-].[H-].[Li+].[Al+3]. Product: [NH:1]1[C:9]2[C:4](=[CH:5][C:6]([N:10]3[C:15]4([CH2:20][CH2:19][CH2:18][CH2:17][CH2:16]4)[CH2:14][NH:13][CH2:12][CH2:11]3)=[CH:7][CH:8]=2)[CH:3]=[N:2]1. The catalyst class is: 1. (4) Reactant: [CH2:1]([NH2:3])[CH3:2].[C:4]([C:8]1[C:12]([CH:13]=O)=[CH:11][N:10]([CH2:15][C:16]([NH:18][C:19]2[S:23][C:22]3[CH2:24][CH2:25][CH2:26][CH2:27][C:21]=3[C:20]=2[C:28]([NH2:30])=[O:29])=[O:17])[N:9]=1)([CH3:7])([CH3:6])[CH3:5].C(O)(=O)C.C(O[BH-](OC(=O)C)OC(=O)C)(=O)C.[Na+]. Product: [C:4]([C:8]1[C:12]([CH2:13][NH:3][CH2:1][CH3:2])=[CH:11][N:10]([CH2:15][C:16]([NH:18][C:19]2[S:23][C:22]3[CH2:24][CH2:25][CH2:26][CH2:27][C:21]=3[C:20]=2[C:28]([NH2:30])=[O:29])=[O:17])[N:9]=1)([CH3:7])([CH3:5])[CH3:6]. The catalyst class is: 18. (5) Reactant: C(NC(C)C)(C)C.[CH:8]1([C:11]([O:13][C:14]([CH3:17])([CH3:16])[CH3:15])=[O:12])[CH2:10][CH2:9]1.[CH2:18]([C@H:20]1[C:24](=O)[O:23]C(=O)[N:21]1[C:27]([O:29][CH2:30][C:31]1[CH:36]=[CH:35][CH:34]=[CH:33][CH:32]=1)=[O:28])[CH3:19].C(O)(=O)C. Product: [CH2:30]([O:29][C:27]([NH:21][C@@H:20]([CH2:18][CH3:19])[C:24]([C:8]1([C:11]([O:13][C:14]([CH3:17])([CH3:16])[CH3:15])=[O:12])[CH2:10][CH2:9]1)=[O:23])=[O:28])[C:31]1[CH:36]=[CH:35][CH:34]=[CH:33][CH:32]=1. The catalyst class is: 30. (6) The catalyst class is: 46. Product: [Cl:1][C:2]1[CH:8]=[CH:7][C:5]([NH:6][S:17]([C:13]2[CH:14]=[CH:15][CH:16]=[C:11]([O:10][CH3:9])[CH:12]=2)(=[O:19])=[O:18])=[CH:4][CH:3]=1. Reactant: [Cl:1][C:2]1[CH:8]=[CH:7][C:5]([NH2:6])=[CH:4][CH:3]=1.[CH3:9][O:10][C:11]1[CH:12]=[C:13]([S:17](Cl)(=[O:19])=[O:18])[CH:14]=[CH:15][CH:16]=1.N1C=CC=CC=1.C(O)(=O)CC(CC(O)=O)(C(O)=O)O. (7) Reactant: [CH2:1]1[CH2:6]CC[CH2:3][CH2:2]1.C=CC=C.[CH2:11]=[CH:12][C:13]1[CH:18]=[CH:17][CH:16]=[CH:15][CH:14]=1.[Li]CCCC. Product: [CH2:6]=[CH:1][CH:2]=[CH2:3].[CH2:11]=[CH:12][C:13]1[CH:18]=[CH:17][CH:16]=[CH:15][CH:14]=1. The catalyst class is: 7.